Dataset: Catalyst prediction with 721,799 reactions and 888 catalyst types from USPTO. Task: Predict which catalyst facilitates the given reaction. (1) Reactant: N(C(OC(C)C)=O)=NC(OC(C)C)=O.[Cl:15][C:16]1[N:21]=[C:20]2[NH:22][N:23]=[CH:24][C:19]2=[C:18]([N:25]2[CH2:31][CH:30]3[O:32][CH:27]([CH2:28][CH2:29]3)[CH2:26]2)[N:17]=1.[O:33]1[C:37]2([CH2:42][CH2:41][CH:40](O)[CH2:39][CH2:38]2)[CH2:36][CH2:35][CH2:34]1.C1(P(C2C=CC=CC=2)C2C=CC=CC=2)C=CC=CC=1. Product: [Cl:15][C:16]1[N:21]=[C:20]2[N:22]([CH:40]3[CH2:41][CH2:42][C:37]4([O:33][CH2:34][CH2:35][CH2:36]4)[CH2:38][CH2:39]3)[N:23]=[CH:24][C:19]2=[C:18]([N:25]2[CH2:31][CH:30]3[O:32][CH:27]([CH2:28][CH2:29]3)[CH2:26]2)[N:17]=1. The catalyst class is: 7. (2) Reactant: Cl.[NH:2]1[CH2:7][CH2:6][C:5](=[O:8])[CH2:4][CH2:3]1.N1CCC(=O)CC1.[Cl:16][C:17]1[CH:22]=[CH:21][C:20]([N:23]=[C:24]=[O:25])=[CH:19][CH:18]=1. Product: [Cl:16][C:17]1[CH:22]=[CH:21][C:20]([NH:23][C:24]([N:2]2[CH2:7][CH2:6][C:5](=[O:8])[CH2:4][CH2:3]2)=[O:25])=[CH:19][CH:18]=1. The catalyst class is: 2. (3) Reactant: C([O:5][C:6](=[O:22])[CH2:7][N:8]1[C:16]2[C:11](=[CH:12][C:13]([O:17][CH3:18])=[CH:14][CH:15]=2)[C:10]([C:19](=[O:21])[CH3:20])=[CH:9]1)(C)(C)C.C(O)(C(F)(F)F)=O. Product: [C:19]([C:10]1[C:11]2[C:16](=[CH:15][CH:14]=[C:13]([O:17][CH3:18])[CH:12]=2)[N:8]([CH2:7][C:6]([OH:22])=[O:5])[CH:9]=1)(=[O:21])[CH3:20]. The catalyst class is: 2. (4) Reactant: [C:1]1([N:7]([CH2:30][CH2:31][CH2:32][O:33][CH2:34][C:35]2[CH:40]=[CH:39][CH:38]=[CH:37][CH:36]=2)[C:8]([C:10]2[CH:29]=[CH:28][C:13]3[N:14]([CH3:27])[C:15]([CH2:17][NH:18][C:19]4[CH:24]=[CH:23][C:22]([C:25]#[N:26])=[CH:21][CH:20]=4)=[N:16][C:12]=3[CH:11]=2)=[O:9])[CH:6]=[CH:5][CH:4]=[CH:3][CH:2]=1.[ClH:41].C(O)C.C(=O)([O-])[O-].[NH4+:49].[NH4+]. Product: [ClH:41].[C:1]1([N:7]([CH2:30][CH2:31][CH2:32][O:33][CH2:34][C:35]2[CH:40]=[CH:39][CH:38]=[CH:37][CH:36]=2)[C:8]([C:10]2[CH:29]=[CH:28][C:13]3[N:14]([CH3:27])[C:15]([CH2:17][NH:18][C:19]4[CH:24]=[CH:23][C:22]([C:25](=[NH:49])[NH2:26])=[CH:21][CH:20]=4)=[N:16][C:12]=3[CH:11]=2)=[O:9])[CH:2]=[CH:3][CH:4]=[CH:5][CH:6]=1. The catalyst class is: 429.